This data is from Catalyst prediction with 721,799 reactions and 888 catalyst types from USPTO. The task is: Predict which catalyst facilitates the given reaction. (1) Reactant: [CH2:1]([O:3][C:4](=[O:13])[C:5]([C:11]#[N:12])=[C:6]([CH:8]1[CH2:10][CH2:9]1)[OH:7])[CH3:2].C(=O)([O-])[O-].[Cs+].[Cs+].[CH2:20](OS(C(F)(F)F)(=O)=O)[CH3:21]. Product: [CH2:1]([O:3][C:4](=[O:13])[C:5]([C:11]#[N:12])=[C:6]([CH:8]1[CH2:10][CH2:9]1)[O:7][CH2:20][CH3:21])[CH3:2]. The catalyst class is: 23. (2) Reactant: [CH3:1][O:2][C:3]1[CH:4]=[N:5][C:6]([C:9]2[CH:10]=[C:11]([CH:26]=[CH:27][CH:28]=2)[CH2:12][C:13]2[C:18](=[O:19])[CH:17]=[CH:16][N:15]([C:20]3[CH:21]=[N:22][N:23]([CH3:25])[CH:24]=3)[N:14]=2)=[N:7][CH:8]=1.C1C[O:32][CH2:31]C1.[H-].[Na+].[NH4+].[Cl-]. Product: [OH:32][CH2:31][CH:12]([C:13]1[C:18](=[O:19])[CH:17]=[CH:16][N:15]([C:20]2[CH:21]=[N:22][N:23]([CH3:25])[CH:24]=2)[N:14]=1)[C:11]1[CH:26]=[CH:27][CH:28]=[C:9]([C:6]2[N:7]=[CH:8][C:3]([O:2][CH3:1])=[CH:4][N:5]=2)[CH:10]=1. The catalyst class is: 3.